From a dataset of Forward reaction prediction with 1.9M reactions from USPTO patents (1976-2016). Predict the product of the given reaction. (1) Given the reactants N[C:2]1[N:6]([C:7]2[C:12]([F:13])=[CH:11][C:10]([C:14]([F:17])([F:16])[F:15])=[CH:9][C:8]=2[Cl:18])[N:5]=[C:4]([C:19]#[N:20])[C:3]=1[S:21]([C:23]([F:26])([F:25])[F:24])=[O:22].N(OCCC(C)C)=O.C(Br)(Br)[Br:36], predict the reaction product. The product is: [Br:36][C:2]1[N:6]([C:7]2[C:12]([F:13])=[CH:11][C:10]([C:14]([F:17])([F:16])[F:15])=[CH:9][C:8]=2[Cl:18])[N:5]=[C:4]([C:19]#[N:20])[C:3]=1[S:21]([C:23]([F:26])([F:25])[F:24])=[O:22]. (2) The product is: [Cl:1][C:2]1[CH:7]=[CH:6][C:5]([C:8]([C:11]2[N:15]([C:16]3[CH:21]=[CH:20][C:19]([F:22])=[CH:18][CH:17]=3)[C:14]([S:23][CH2:37][C:36]3[C:35]([F:39])=[CH:34][C:29]([O:30][CH2:31][C:32]#[N:33])=[CH:28][C:27]=3[F:26])=[N:13][CH:12]=2)([CH3:10])[CH3:9])=[CH:4][C:3]=1[O:24][CH3:25]. Given the reactants [Cl:1][C:2]1[CH:7]=[CH:6][C:5]([C:8]([C:11]2[N:15]([C:16]3[CH:21]=[CH:20][C:19]([F:22])=[CH:18][CH:17]=3)[C:14]([SH:23])=[N:13][CH:12]=2)([CH3:10])[CH3:9])=[CH:4][C:3]=1[O:24][CH3:25].[F:26][C:27]1[CH:28]=[C:29]([CH:34]=[C:35]([F:39])[C:36]=1[CH2:37]O)[O:30][CH2:31][C:32]#[N:33].C1C=CC(P(C2C=CC=CC=2)C2C=CC=CC=2)=CC=1.CC(OC(/N=N/C(OC(C)C)=O)=O)C, predict the reaction product. (3) Given the reactants [CH2:1]([O:7][C:8]1[CH:13]=[CH:12][C:11]([CH2:14][CH2:15][C:16]([NH:18][NH2:19])=[O:17])=[CH:10][CH:9]=1)[CH2:2][CH2:3][CH2:4][CH2:5][CH3:6].[CH3:20][O:21][C:22]([C:24]1[CH:32]=[CH:31][C:27]([C:28](Cl)=[O:29])=[CH:26][CH:25]=1)=[O:23], predict the reaction product. The product is: [CH2:1]([O:7][C:8]1[CH:9]=[CH:10][C:11]([CH2:14][CH2:15][C:16]([NH:18][NH:19][C:28](=[O:29])[C:27]2[CH:26]=[CH:25][C:24]([C:22]([O:21][CH3:20])=[O:23])=[CH:32][CH:31]=2)=[O:17])=[CH:12][CH:13]=1)[CH2:2][CH2:3][CH2:4][CH2:5][CH3:6]. (4) The product is: [C:16](=[O:17])([O:18][CH2:19][CH3:20])[O:11][CH:10]([C:12]#[N:13])[C:7]1[CH:8]=[C:9]2[C:4]([CH:3]=[N:2][NH:1]2)=[CH:5][CH:6]=1. Given the reactants [NH:1]1[C:9]2[C:4](=[CH:5][CH:6]=[C:7]([CH:10]=[O:11])[CH:8]=2)[CH:3]=[N:2]1.[C-:12]#[N:13].[K+].Cl[C:16]([O:18][CH2:19][CH3:20])=[O:17].O, predict the reaction product. (5) Given the reactants FC(F)(F)C(O)=O.[CH:8]1([C:14]2[C:15]3[CH:16]=[CH:17][C:18]([C:38]([O:40]C(C)(C)C)=[O:39])=[CH:19][C:20]=3[N:21]3[CH2:27][C:26]([C:28]([O:30][CH3:31])=[O:29])=[CH:25][C:24]4[CH:32]=[C:33]([O:36][CH3:37])[CH:34]=[CH:35][C:23]=4[C:22]=23)[CH2:13][CH2:12][CH2:11][CH2:10][CH2:9]1, predict the reaction product. The product is: [CH:8]1([C:14]2[C:15]3[CH:16]=[CH:17][C:18]([C:38]([OH:40])=[O:39])=[CH:19][C:20]=3[N:21]3[CH2:27][C:26]([C:28]([O:30][CH3:31])=[O:29])=[CH:25][C:24]4[CH:32]=[C:33]([O:36][CH3:37])[CH:34]=[CH:35][C:23]=4[C:22]=23)[CH2:13][CH2:12][CH2:11][CH2:10][CH2:9]1. (6) Given the reactants [CH3:1][C:2]1([CH3:22])[CH2:7][C:6]([CH3:9])([CH3:8])[CH2:5][CH:4]([C:10]2[CH:15]=[CH:14][CH:13]=[CH:12][C:11]=2[C:16]2[CH2:17][CH2:18][NH:19][CH2:20][CH:21]=2)[CH2:3]1.[CH:23](=O)[CH2:24][CH2:25][CH3:26].C(O[BH-](OC(=O)C)OC(=O)C)(=O)C.[Na+].C(O)(=O)C.C(=O)([O-])O.[Na+], predict the reaction product. The product is: [CH2:23]([N:19]1[CH2:18][CH:17]=[C:16]([C:11]2[CH:12]=[CH:13][CH:14]=[CH:15][C:10]=2[CH:4]2[CH2:3][C:2]([CH3:22])([CH3:1])[CH2:7][C:6]([CH3:8])([CH3:9])[CH2:5]2)[CH2:21][CH2:20]1)[CH2:24][CH2:25][CH3:26]. (7) Given the reactants [F:1][C:2]1[CH:7]=[CH:6][C:5]([C:8]2[N:9]=[CH:10][N:11]([CH:26]3[CH2:31][CH2:30][O:29][CH2:28][CH2:27]3)[C:12]=2[C:13]2[CH:14]=[CH:15][C:16]3[N:17]([CH:19]=[C:20]([NH:22]C(=O)C)[N:21]=3)[N:18]=2)=[CH:4][CH:3]=1.Cl.O1CCOCC1, predict the reaction product. The product is: [F:1][C:2]1[CH:7]=[CH:6][C:5]([C:8]2[N:9]=[CH:10][N:11]([CH:26]3[CH2:31][CH2:30][O:29][CH2:28][CH2:27]3)[C:12]=2[C:13]2[CH:14]=[CH:15][C:16]3[N:17]([CH:19]=[C:20]([NH2:22])[N:21]=3)[N:18]=2)=[CH:4][CH:3]=1. (8) Given the reactants [CH2:1]([O:3][C:4](=[O:26])[CH2:5][C:6]([C:8]1[CH:13]=[C:12]([CH2:14][C:15]2[CH:20]=[CH:19][CH:18]=[C:17]([Cl:21])[C:16]=2[F:22])[C:11]([O:23][CH3:24])=[CH:10][C:9]=1[F:25])=[O:7])[CH3:2].CO[CH:29](OC)[N:30]([CH3:32])[CH3:31], predict the reaction product. The product is: [CH2:1]([O:3][C:4](=[O:26])[C:5]([C:6](=[O:7])[C:8]1[CH:13]=[C:12]([CH2:14][C:15]2[CH:20]=[CH:19][CH:18]=[C:17]([Cl:21])[C:16]=2[F:22])[C:11]([O:23][CH3:24])=[CH:10][C:9]=1[F:25])=[CH:29][N:30]([CH3:32])[CH3:31])[CH3:2]. (9) The product is: [F:1][C:2]1[C:3]([NH:8][C:9]2[CH:14]=[CH:13][C:12]([OH:15])=[CH:11][CH:10]=2)=[N:4][CH:5]=[CH:6][CH:7]=1. Given the reactants [F:1][C:2]1[C:3]([NH:8][C:9]2[CH:14]=[CH:13][C:12]([O:15]C)=[CH:11][CH:10]=2)=[N:4][CH:5]=[CH:6][CH:7]=1.B(Br)(Br)Br.C(=O)(O)[O-].[Na+], predict the reaction product. (10) Given the reactants [NH2:1][C:2]1[CH:3]=[C:4]([F:30])[C:5]([F:29])=[C:6]([C@:8]23[CH2:16][O:15][C@H:14]([C:17]([F:20])([F:19])[F:18])[C@H:13]2[CH2:12][S:11][C:10]([NH:21]C(=O)OC(C)(C)C)=[N:9]3)[CH:7]=1.[F:31][CH:32]([F:42])[C:33]1[N:34]=[CH:35][C:36]([C:39](O)=[O:40])=[N:37][CH:38]=1, predict the reaction product. The product is: [NH2:21][C:10]1[S:11][CH2:12][C@@H:13]2[C@@H:14]([C:17]([F:20])([F:19])[F:18])[O:15][CH2:16][C@:8]2([C:6]2[CH:7]=[C:2]([NH:1][C:39]([C:36]3[CH:35]=[N:34][C:33]([CH:32]([F:42])[F:31])=[CH:38][N:37]=3)=[O:40])[CH:3]=[C:4]([F:30])[C:5]=2[F:29])[N:9]=1.